From a dataset of Full USPTO retrosynthesis dataset with 1.9M reactions from patents (1976-2016). Predict the reactants needed to synthesize the given product. Given the product [C:1]([O:5][C:6]([N:8]1[CH2:9][CH2:10][CH:11]([CH2:14][N:15]2[CH2:20][CH2:19][N:18]([S:21]([C:24]3[O:36][C:31]4[CH:30]=[CH:29][C:28]([Cl:27])=[CH:35][C:32]=4[CH:33]=3)(=[O:23])=[O:22])[CH2:17][C:16]2=[O:26])[CH2:12][CH2:13]1)=[O:7])([CH3:4])([CH3:2])[CH3:3], predict the reactants needed to synthesize it. The reactants are: [C:1]([O:5][C:6]([N:8]1[CH2:13][CH2:12][CH:11]([CH2:14][N:15]2[CH2:20][CH2:19][N:18]([S:21]([CH2:24]Cl)(=[O:23])=[O:22])[CH2:17][C:16]2=[O:26])[CH2:10][CH2:9]1)=[O:7])([CH3:4])([CH3:3])[CH3:2].[Cl:27][C:28]1[CH:35]=[C:32]([CH:33]=O)[C:31]([OH:36])=[CH:30][CH:29]=1.C(=O)([O-])[O-].[K+].[K+].